Dataset: Reaction yield outcomes from USPTO patents with 853,638 reactions. Task: Predict the reaction yield, written as a fraction of the theoretical maximum amount of product (1.0 means a 100% yield; for example, 0.34 means a 34% yield). (1) The reactants are [N:1]1[CH:6]=[CH:5][CH:4]=[CH:3][C:2]=1[N:7]([CH2:30][CH2:31][C:32]([O:34][CH3:35])=[O:33])[C:8]([C:10]1[CH:11]=[C:12]2[N:18]=[C:17]([CH2:19][CH2:20][C:21]3[CH:26]=[CH:25][C:24]([C:27]#[N:28])=[CH:23][CH:22]=3)[N:16]([CH3:29])[C:13]2=[N:14][CH:15]=1)=[O:9].[ClH:36].C(=O)([O-])[O-].[NH4+:41].[NH4+].C(OCC)(=O)C.C(O)C.N. The catalyst is CO. The product is [ClH:36].[N:1]1[CH:6]=[CH:5][CH:4]=[CH:3][C:2]=1[N:7]([CH2:30][CH2:31][C:32]([O:34][CH3:35])=[O:33])[C:8]([C:10]1[CH:11]=[C:12]2[N:18]=[C:17]([CH2:19][CH2:20][C:21]3[CH:22]=[CH:23][C:24]([C:27](=[NH:41])[NH2:28])=[CH:25][CH:26]=3)[N:16]([CH3:29])[C:13]2=[N:14][CH:15]=1)=[O:9]. The yield is 0.750. (2) The reactants are C([SiH](CC)CC)C.B(F)(F)F.CCOCC.[Br:17][C:18]1[CH:19]=[C:20]([CH:24](O)[CH2:25][CH3:26])[CH:21]=[CH:22][CH:23]=1.O. The catalyst is ClCCl. The product is [Br:17][C:18]1[CH:23]=[CH:22][CH:21]=[C:20]([CH2:24][CH2:25][CH3:26])[CH:19]=1. The yield is 0.910.